This data is from Peptide-MHC class I binding affinity with 185,985 pairs from IEDB/IMGT. The task is: Regression. Given a peptide amino acid sequence and an MHC pseudo amino acid sequence, predict their binding affinity value. This is MHC class I binding data. (1) The MHC is HLA-A02:02 with pseudo-sequence HLA-A02:02. The peptide sequence is ITVGMLIYSM. The binding affinity (normalized) is 0.643. (2) The peptide sequence is YTAVVPLVF. The MHC is HLA-B58:01 with pseudo-sequence HLA-B58:01. The binding affinity (normalized) is 1.00.